From a dataset of Catalyst prediction with 721,799 reactions and 888 catalyst types from USPTO. Predict which catalyst facilitates the given reaction. (1) Reactant: [CH:1]([C:3]1[C:4]([N+:13]([O-:15])=[O:14])=[C:5]([CH:10]=[CH:11][CH:12]=1)[C:6]([O:8][CH3:9])=[O:7])=O.[NH2:16][C:17]1[CH:18]=[C:19]([CH:27]=[CH:28][CH:29]=1)[C:20]([O:22][C:23]([CH3:26])([CH3:25])[CH3:24])=[O:21]. Product: [C:23]([O:22][C:20]([C:19]1[CH:18]=[C:17](/[N:16]=[CH:1]/[C:3]2[C:4]([N+:13]([O-:15])=[O:14])=[C:5]([CH:10]=[CH:11][CH:12]=2)[C:6]([O:8][CH3:9])=[O:7])[CH:29]=[CH:28][CH:27]=1)=[O:21])([CH3:26])([CH3:24])[CH3:25]. The catalyst class is: 25. (2) Reactant: Cl[CH:2](Cl)[C:3]1[N:7]=[C:6]([N:8]2[CH2:12][CH2:11][CH2:10][CH2:9]2)[N:5]([CH3:13])[N:4]=1.C([O-])([O-])=[O:16].[Na+].[Na+].O. Product: [CH3:13][N:5]1[C:6]([N:8]2[CH2:12][CH2:11][CH2:10][CH2:9]2)=[N:7][C:3]([CH:2]=[O:16])=[N:4]1. The catalyst class is: 12. (3) Reactant: [NH2:1][C:2]1[CH:3]=[C:4]([S:8]([N:11]2[C:16]3[CH:17]=[CH:18][CH:19]=[CH:20][C:15]=3[O:14][C:13](=[O:21])[CH:12]2[CH3:22])(=[O:10])=[O:9])[CH:5]=[CH:6][CH:7]=1.[N:23]([C:26]1[CH:35]=[CH:34][CH:33]=[CH:32][C:27]=1[C:28](OC)=[O:29])=[C:24]=[O:25].C(O)C(N)(CO)CO. Product: [CH3:22][CH:12]1[N:11]([S:8]([C:4]2[CH:3]=[C:2]([N:1]3[C:28](=[O:29])[C:27]4[C:26](=[CH:35][CH:34]=[CH:33][CH:32]=4)[NH:23][C:24]3=[O:25])[CH:7]=[CH:6][CH:5]=2)(=[O:10])=[O:9])[C:16]2[CH:17]=[CH:18][CH:19]=[CH:20][C:15]=2[O:14][C:13]1=[O:21]. The catalyst class is: 251. (4) Reactant: [N+:1]([C:4]1[N:9]=[CH:8][C:7]([N:10]2[CH2:23][C:12]3([CH2:15][N:14]([C:16]([O:18][C:19]([CH3:22])([CH3:21])[CH3:20])=[O:17])[CH2:13]3)[CH2:11]2)=[CH:6][CH:5]=1)([O-])=O.C(OCC)(=O)C. Product: [C:19]([O:18][C:16]([N:14]1[CH2:13][C:12]2([CH2:23][N:10]([C:7]3[CH:8]=[N:9][C:4]([NH2:1])=[CH:5][CH:6]=3)[CH2:11]2)[CH2:15]1)=[O:17])([CH3:22])([CH3:20])[CH3:21]. The catalyst class is: 43. (5) Reactant: [F:1][CH:2]([F:38])[C:3]1[N:4]=[CH:5][C:6]([C:9]([NH:11][C:12]2[CH:13]=[C:14]3[C@@:23]4([CH2:27][O:26][C:25]([NH:28]C(=O)OC(C)(C)C)=[N:24]4)[C:20]4([CH2:22][CH2:21]4)[C:19]([CH3:37])([CH3:36])[O:18][C:15]3=[CH:16][CH:17]=2)=[O:10])=[N:7][CH:8]=1.FC(F)(F)C(O)=O. Product: [NH2:28][C:25]1[O:26][CH2:27][C@@:23]2([C:14]3[C:15](=[CH:16][CH:17]=[C:12]([NH:11][C:9]([C:6]4[CH:5]=[N:4][C:3]([CH:2]([F:38])[F:1])=[CH:8][N:7]=4)=[O:10])[CH:13]=3)[O:18][C:19]([CH3:37])([CH3:36])[C:20]32[CH2:22][CH2:21]3)[N:24]=1. The catalyst class is: 22. (6) Reactant: [N+:1]([C:4]1[CH:12]=[CH:11][C:7]2[N:8]=[CH:9][NH:10][C:6]=2[CH:5]=1)([O-])=O.[H-].[Na+].[CH3:15]I.CO.[CH:19](Cl)(Cl)Cl. Product: [CH3:19][N:8]1[C:7]2[CH:11]=[CH:12][C:4]([NH2:1])=[CH:5][C:6]=2[N:10]=[CH:9]1.[CH3:15][N:10]1[C:6]2[CH:5]=[C:4]([NH2:1])[CH:12]=[CH:11][C:7]=2[N:8]=[CH:9]1. The catalyst class is: 358.